From a dataset of Forward reaction prediction with 1.9M reactions from USPTO patents (1976-2016). Predict the product of the given reaction. (1) Given the reactants CO[C:3](=[O:24])[C:4]([C:14](=[O:23])[C:15]1[CH:20]=[CH:19][C:18]([CH3:21])=[C:17]([CH3:22])[CH:16]=1)=[CH:5][NH:6][C:7]1[CH:12]=[CH:11][CH:10]=[C:9]([F:13])[CH:8]=1, predict the reaction product. The product is: [CH3:22][C:17]1[CH:16]=[C:15]([CH:20]=[CH:19][C:18]=1[CH3:21])[C:14]([C:4]1[C:3](=[O:24])[C:12]2[C:7](=[CH:8][C:9]([F:13])=[CH:10][CH:11]=2)[NH:6][CH:5]=1)=[O:23]. (2) The product is: [CH3:11][C:9]([S:12]([NH:15][C@H:16]1[CH2:21][CH2:20][C@H:19]([C:22]([O:24][CH3:25])=[O:23])[CH2:18][CH2:17]1)(=[O:14])=[O:13])([CH3:8])[CH3:10]. Given the reactants C[O-].[Na+].C(OC)=O.[CH3:8][C:9]([S:12]([NH:15][C@@H:16]1[CH2:21][CH2:20][C@H:19]([C:22]([O:24][CH3:25])=[O:23])[CH2:18][CH2:17]1)(=[O:14])=[O:13])([CH3:11])[CH3:10].Cl, predict the reaction product.